From a dataset of Full USPTO retrosynthesis dataset with 1.9M reactions from patents (1976-2016). Predict the reactants needed to synthesize the given product. (1) Given the product [F:22][C:19]1[CH:18]=[CH:17][C:16]([CH2:15][N:13]2[CH2:12][CH2:11][CH2:10][C@@:9]3([CH2:23][CH2:24][CH2:25][CH2:26][C@H:8]3[NH2:7])[CH2:14]2)=[CH:21][CH:20]=1, predict the reactants needed to synthesize it. The reactants are: C(OC(=O)[NH:7][C@@H:8]1[CH2:26][CH2:25][CH2:24][CH2:23][C@@:9]21[CH2:14][N:13]([CH2:15][C:16]1[CH:21]=[CH:20][C:19]([F:22])=[CH:18][CH:17]=1)[CH2:12][CH2:11][CH2:10]2)(C)(C)C.FC(F)(F)C(O)=O.[OH-].[Na+]. (2) Given the product [ClH:1].[C:6](=[O:12])([O:7][CH2:8][CH2:14][NH:13][CH3:18])[O:5][CH2:2][CH3:20], predict the reactants needed to synthesize it. The reactants are: [Cl:1][C:2]([O:5][C:6](=[O:12])[O:7][C:8](Cl)(Cl)Cl)(Cl)Cl.[N:13]1[CH:18]=CC=C[CH:14]=1.O1CCC[CH2:20]1.